This data is from NCI-60 drug combinations with 297,098 pairs across 59 cell lines. The task is: Regression. Given two drug SMILES strings and cell line genomic features, predict the synergy score measuring deviation from expected non-interaction effect. (1) Drug 1: CC=C1C(=O)NC(C(=O)OC2CC(=O)NC(C(=O)NC(CSSCCC=C2)C(=O)N1)C(C)C)C(C)C. Synergy scores: CSS=37.2, Synergy_ZIP=-5.01, Synergy_Bliss=-7.87, Synergy_Loewe=-9.86, Synergy_HSA=-4.78. Drug 2: CN(CC1=CN=C2C(=N1)C(=NC(=N2)N)N)C3=CC=C(C=C3)C(=O)NC(CCC(=O)O)C(=O)O. Cell line: LOX IMVI. (2) Drug 1: CCCCC(=O)OCC(=O)C1(CC(C2=C(C1)C(=C3C(=C2O)C(=O)C4=C(C3=O)C=CC=C4OC)O)OC5CC(C(C(O5)C)O)NC(=O)C(F)(F)F)O. Drug 2: C1C(C(OC1N2C=NC(=NC2=O)N)CO)O. Synergy scores: CSS=29.3, Synergy_ZIP=-7.56, Synergy_Bliss=-13.2, Synergy_Loewe=-15.4, Synergy_HSA=-15.4. Cell line: UACC-257. (3) Drug 1: CNC(=O)C1=NC=CC(=C1)OC2=CC=C(C=C2)NC(=O)NC3=CC(=C(C=C3)Cl)C(F)(F)F. Drug 2: C(CCl)NC(=O)N(CCCl)N=O. Cell line: A549. Synergy scores: CSS=-1.25, Synergy_ZIP=-0.000718, Synergy_Bliss=-0.553, Synergy_Loewe=-5.94, Synergy_HSA=-3.10. (4) Drug 1: CCCS(=O)(=O)NC1=C(C(=C(C=C1)F)C(=O)C2=CNC3=C2C=C(C=N3)C4=CC=C(C=C4)Cl)F. Drug 2: C(=O)(N)NO. Cell line: A549. Synergy scores: CSS=4.22, Synergy_ZIP=-1.08, Synergy_Bliss=-0.818, Synergy_Loewe=-9.46, Synergy_HSA=-2.54. (5) Drug 1: CC1=C(C=C(C=C1)C(=O)NC2=CC(=CC(=C2)C(F)(F)F)N3C=C(N=C3)C)NC4=NC=CC(=N4)C5=CN=CC=C5. Drug 2: CS(=O)(=O)OCCCCOS(=O)(=O)C. Cell line: A498. Synergy scores: CSS=0.471, Synergy_ZIP=1.37, Synergy_Bliss=2.58, Synergy_Loewe=-3.02, Synergy_HSA=-2.85.